From a dataset of Catalyst prediction with 721,799 reactions and 888 catalyst types from USPTO. Predict which catalyst facilitates the given reaction. (1) Reactant: [CH3:1][O:2][C:3](=[O:12])[C:4]1[CH:9]=[C:8]([CH3:10])[CH:7]=[C:6]([OH:11])[CH:5]=1.[CH2:13](Br)[CH:14]=[CH2:15].C(=O)([O-])[O-].[K+].[K+]. Product: [CH3:1][O:2][C:3](=[O:12])[C:4]1[CH:9]=[C:8]([CH3:10])[CH:7]=[C:6]([O:11][CH2:15][CH:14]=[CH2:13])[CH:5]=1. The catalyst class is: 21. (2) Reactant: [OH:1][C:2]1[CH:3]=[C:4]2[C:9](=[CH:10][CH:11]=1)[N:8]=[C:7]([N:12]1[CH2:17][CH2:16][CH:15]([C:18]([O:20]C)=[O:19])[CH2:14][CH2:13]1)[N:6]=[CH:5]2.[OH-].[Na+].Cl. Product: [OH:1][C:2]1[CH:3]=[C:4]2[C:9](=[CH:10][CH:11]=1)[N:8]=[C:7]([N:12]1[CH2:13][CH2:14][CH:15]([C:18]([OH:20])=[O:19])[CH2:16][CH2:17]1)[N:6]=[CH:5]2. The catalyst class is: 191. (3) Reactant: [NH:1]1[CH2:4][CH:3]([N:5]2[C:13]3[C:12]([O:14][C:15]4[CH:20]=[CH:19][C:18]([O:21][C:22]5[CH:27]=[CH:26][CH:25]=[CH:24][CH:23]=5)=[CH:17][CH:16]=4)=[N:11][CH:10]=[N:9][C:8]=3[CH:7]=[CH:6]2)[CH2:2]1.C(=O)(O)[O-].[Na+].[C:33](Cl)(=[O:36])[CH:34]=[CH2:35]. Product: [O:21]([C:18]1[CH:17]=[CH:16][C:15]([O:14][C:12]2[C:13]3[N:5]([CH:3]4[CH2:2][N:1]([C:33](=[O:36])[CH:34]=[CH2:35])[CH2:4]4)[CH:6]=[CH:7][C:8]=3[N:9]=[CH:10][N:11]=2)=[CH:20][CH:19]=1)[C:22]1[CH:27]=[CH:26][CH:25]=[CH:24][CH:23]=1. The catalyst class is: 20.